The task is: Predict the reaction yield, written as a fraction of the theoretical maximum amount of product (1.0 means a 100% yield; for example, 0.34 means a 34% yield).. This data is from Reaction yield outcomes from USPTO patents with 853,638 reactions. The reactants are [Cl:1][C:2]1[CH:7]=[CH:6][C:5]([N:8]2[C:12]3[C:13]([C:19]([F:22])([F:21])[F:20])=[CH:14][C:15]([C:17]#[N:18])=[CH:16][C:11]=3[NH:10][C:9]2=[O:23])=[CH:4][CH:3]=1.[H-].[Na+].[CH3:26][CH2:27][N:28]([CH2:31][CH2:32]Cl)[CH2:29][CH3:30].Cl.[C:35](=[O:38])(O)[O-:36].[Na+]. The catalyst is CN(C)C=O.C(N(CC)CC)C. The product is [F:20][C:19]([F:22])([F:21])[C:35]([OH:36])=[O:38].[Cl:1][C:2]1[CH:7]=[CH:6][C:5]([N:8]2[C:12]3[C:13]([C:19]([F:21])([F:20])[F:22])=[CH:14][C:15]([C:17]([NH2:18])=[O:36])=[CH:16][C:11]=3[N:10]([CH2:26][CH2:27][N:28]([CH2:31][CH3:32])[CH2:29][CH3:30])[C:9]2=[O:23])=[CH:4][CH:3]=1. The yield is 0.300.